Dataset: Full USPTO retrosynthesis dataset with 1.9M reactions from patents (1976-2016). Task: Predict the reactants needed to synthesize the given product. (1) Given the product [CH:1]1([C:7]2[N:8]=[C:9]([NH2:13])[S:10][C:11]=2[CH3:12])[CH2:2][CH2:3][CH2:4][CH2:5][CH2:6]1, predict the reactants needed to synthesize it. The reactants are: [C:1]1([C:7]2[N:8]=[C:9]([NH2:13])[S:10][C:11]=2[CH3:12])[CH2:6][CH2:5][CH2:4][CH2:3][CH:2]=1.Cl. (2) Given the product [CH3:25][O:26][C:27](=[O:28])[NH:1][C@H:2]1[CH2:7][CH2:6][C@H:5]([CH2:8][CH2:9][N:10]2[CH2:11][CH2:12][CH:13]([C:16](=[O:17])[C:18]3[CH:23]=[CH:22][C:21]([F:24])=[CH:20][CH:19]=3)[CH2:14][CH2:15]2)[CH2:4][CH2:3]1, predict the reactants needed to synthesize it. The reactants are: [NH2:1][C@H:2]1[CH2:7][CH2:6][C@H:5]([CH2:8][CH2:9][N:10]2[CH2:15][CH2:14][CH:13]([C:16]([C:18]3[CH:23]=[CH:22][C:21]([F:24])=[CH:20][CH:19]=3)=[O:17])[CH2:12][CH2:11]2)[CH2:4][CH2:3]1.[CH3:25][O:26][C:27](O[C:27]([O:26][CH3:25])=[O:28])=[O:28].C(N(CC)CC)C.C(=O)(O)[O-].[Na+]. (3) Given the product [Cl:36][C:34]1[N:33]=[C:32]2[N:37]([CH:40]3[CH2:45][CH2:44][CH2:43][CH2:42][O:41]3)[N:38]=[CH:39][C:31]2=[C:30]([C:53]2[CH:52]=[C:51]([NH:50][C:46](=[O:49])[CH:47]=[CH2:48])[CH:56]=[CH:55][CH:54]=2)[N:35]=1, predict the reactants needed to synthesize it. The reactants are: ClC1N=C(Cl)N=C2NN=CC=12.O1C=CCCC1.CC1C=CC(S(O)(=O)=O)=CC=1.Cl[C:30]1[N:35]=[C:34]([Cl:36])[N:33]=[C:32]2[N:37]([CH:40]3[CH2:45][CH2:44][CH2:43][CH2:42][O:41]3)[N:38]=[CH:39][C:31]=12.[C:46]([NH:50][C:51]1[CH:52]=[C:53](B(O)O)[CH:54]=[CH:55][CH:56]=1)(=[O:49])[CH:47]=[CH2:48].